From a dataset of Forward reaction prediction with 1.9M reactions from USPTO patents (1976-2016). Predict the product of the given reaction. (1) The product is: [Cl:22][C:19]1[CH:18]=[C:13]([CH2:14][OH:15])[C:12]([C@@H:9]([NH:8][C:6](=[O:7])[O:5][C:1]([CH3:2])([CH3:3])[CH3:4])[CH2:10][CH3:11])=[N:21][CH:20]=1. Given the reactants [C:1]([O:5][C:6]([NH:8][C@H:9]([C:12]1[N:21]=[CH:20][C:19]([Cl:22])=[CH:18][C:13]=1[C:14](OC)=[O:15])[CH2:10][CH3:11])=[O:7])([CH3:4])([CH3:3])[CH3:2].[BH4-].[Na+].[Cl-].[Ca+2].[Cl-].C(OCC)(=O)C, predict the reaction product. (2) Given the reactants C(N(CC)CC)C.[C:19]([O:18][C:16](O[C:16]([O:18][C:19]([CH3:22])([CH3:21])[CH3:20])=[O:17])=[O:17])([CH3:22])([CH3:21])[CH3:20].[CH3:23][NH:24][CH:25]1[CH2:30][CH2:29][N:28]([C:31]2[C:35]3=[N:36][CH:37]=[CH:38][CH:39]=[C:34]3[NH:33][CH:32]=2)[CH2:27][CH2:26]1, predict the reaction product. The product is: [CH3:23][N:24]([CH:25]1[CH2:30][CH2:29][N:28]([C:31]2[C:35]3=[N:36][CH:37]=[CH:38][CH:39]=[C:34]3[NH:33][CH:32]=2)[CH2:27][CH2:26]1)[C:16](=[O:17])[O:18][C:19]([CH3:20])([CH3:21])[CH3:22]. (3) Given the reactants C(OC([N:8]1[CH2:17][CH2:16][C:15]2[C:10](=[C:11]([N:23]3[CH2:28][CH2:27][N:26]([CH3:29])[CH2:25][CH2:24]3)[CH:12]=[C:13]([CH2:20][CH2:21][CH3:22])[C:14]=2[O:18][CH3:19])[CH2:9]1)=O)(C)(C)C.C(O)(C(F)(F)F)=O, predict the reaction product. The product is: [CH3:19][O:18][C:14]1[C:13]([CH2:20][CH2:21][CH3:22])=[CH:12][C:11]([N:23]2[CH2:28][CH2:27][N:26]([CH3:29])[CH2:25][CH2:24]2)=[C:10]2[C:15]=1[CH2:16][CH2:17][NH:8][CH2:9]2. (4) Given the reactants Cl[C:2]1[N:3]=[C:4]([CH2:15][OH:16])[CH:5]=[C:6]2[CH:10]=[C:9]([Si:11]([CH3:14])([CH3:13])[CH3:12])[O:8][C:7]=12.C1CCCCC=1, predict the reaction product. The product is: [CH3:12][Si:11]([CH3:14])([CH3:13])[C:9]1[O:8][C:7]2=[CH:2][N:3]=[C:4]([CH2:15][OH:16])[CH:5]=[C:6]2[CH:10]=1. (5) The product is: [CH2:1]([O:3][C:4]([C:6]1[NH:7][C:8]2[C:13]([CH:14]=1)=[CH:12][CH:11]=[CH:10][CH:9]=2)=[O:5])[CH3:2].[NH2:28][C:25]1[CH:24]=[CH:23][C:22]([CH2:21][N:7]2[C:8]3[C:13](=[CH:12][CH:11]=[CH:10][CH:9]=3)[C:14]([C:15]3[CH:16]=[CH:17][CH:18]=[CH:19][CH:20]=3)=[CH:6]2)=[CH:27][CH:26]=1. Given the reactants [CH2:1]([O:3][C:4]([C:6]1[N:7]([CH2:21][C:22]2[CH:27]=[CH:26][C:25]([N+:28]([O-])=O)=[CH:24][CH:23]=2)[C:8]2[C:13]([C:14]=1[C:15]1[CH:20]=[CH:19][CH:18]=[CH:17][CH:16]=1)=[CH:12][CH:11]=[CH:10][CH:9]=2)=[O:5])[CH3:2].C(O)(C(F)(F)F)=O, predict the reaction product. (6) Given the reactants [CH3:1][O:2][C:3]([C:5]1[CH:13]=[C:12]2[C:8]([CH:9]=[CH:10][NH:11]2)=[CH:7][CH:6]=1)=[O:4].[H-].[Na+].I[CH3:17], predict the reaction product. The product is: [CH3:1][O:2][C:3]([C:5]1[CH:13]=[C:12]2[C:8]([CH:9]=[CH:10][N:11]2[CH3:17])=[CH:7][CH:6]=1)=[O:4]. (7) Given the reactants C[C:2]1[CH:10]=[C:9](C(Cl)=O)[CH:8]=[CH:7][C:3]=1[C:4](Cl)=[O:5].[C:14]1([CH3:23])[CH:19]=[CH:18][CH:17]=[CH:16][C:15]=1B(O)O.[C:24](=[O:27])([O-])[O-:25].[Cs+].[Cs+].[C:30]1(C)C=CC=CC=1, predict the reaction product. The product is: [CH3:23][C:14]1[CH:19]=[CH:18][CH:17]=[CH:16][C:15]=1[C:4]([C:3]1[CH:7]=[CH:8][C:9]([C:24]([O:25][CH3:30])=[O:27])=[CH:10][CH:2]=1)=[O:5]. (8) Given the reactants [NH:1]1[CH2:6][CH2:5][O:4][CH2:3][CH2:2]1.F[C:8]1[CH:18]=[CH:17][C:11]([C:12]([O:14][CH2:15][CH3:16])=[O:13])=[CH:10][CH:9]=1.FC1C=CC(C([O-])=O)=CC=1, predict the reaction product. The product is: [CH2:15]([O:14][C:12](=[O:13])[C:11]1[CH:17]=[CH:18][C:8]([N:1]2[CH2:6][CH2:5][O:4][CH2:3][CH2:2]2)=[CH:9][CH:10]=1)[CH3:16]. (9) Given the reactants [CH2:1]([O:3][C:4]1[C:8]([CH2:9][CH2:10][OH:11])=[CH:7][N:6]([C:12]2[CH:17]=[CH:16][C:15]([C:18]([F:21])([F:20])[F:19])=[CH:14][N:13]=2)[N:5]=1)[CH3:2].O[C:23]1[CH:28]=[CH:27][C:26]([CH2:29][CH2:30][C:31]([O:33]CC)=[O:32])=[C:25]([CH3:36])[CH:24]=1.C(P(CCCC)CCCC)CCC.N(C(N1CCCCC1)=O)=NC(N1CCCCC1)=O, predict the reaction product. The product is: [CH2:1]([O:3][C:4]1[C:8]([CH2:9][CH2:10][O:11][C:23]2[CH:28]=[CH:27][C:26]([CH2:29][CH2:30][C:31]([OH:33])=[O:32])=[C:25]([CH3:36])[CH:24]=2)=[CH:7][N:6]([C:12]2[CH:17]=[CH:16][C:15]([C:18]([F:20])([F:19])[F:21])=[CH:14][N:13]=2)[N:5]=1)[CH3:2].